From a dataset of Full USPTO retrosynthesis dataset with 1.9M reactions from patents (1976-2016). Predict the reactants needed to synthesize the given product. (1) Given the product [Br:1][C:2]1[CH:11]=[C:10]2[C:5]([CH:6]=[CH:7][C:8]([N:13]3[CH2:18][CH2:17][O:16][CH2:15][CH2:14]3)=[N:9]2)=[N:4][CH:3]=1, predict the reactants needed to synthesize it. The reactants are: [Br:1][C:2]1[CH:11]=[C:10]2[C:5]([CH:6]=[CH:7][C:8](Cl)=[N:9]2)=[N:4][CH:3]=1.[NH:13]1[CH2:18][CH2:17][O:16][CH2:15][CH2:14]1. (2) The reactants are: C([O:3][C:4]([C:6]1[N:7]([CH3:26])[CH:8]=[C:9]([NH:11][C:12]([NH:14][C:15]2[CH:20]=[CH:19][C:18]([O:21][C:22]([F:25])([F:24])[F:23])=[CH:17][CH:16]=2)=[O:13])[N:10]=1)=[O:5])C.[OH-].[Na+].Cl. Given the product [CH3:26][N:7]1[CH:8]=[C:9]([NH:11][C:12]([NH:14][C:15]2[CH:20]=[CH:19][C:18]([O:21][C:22]([F:23])([F:25])[F:24])=[CH:17][CH:16]=2)=[O:13])[N:10]=[C:6]1[C:4]([OH:5])=[O:3], predict the reactants needed to synthesize it. (3) Given the product [Cl:8][CH:9]([CH3:13])[C:10]([O:7][CH2:1][CH2:2][O:3][CH2:4][CH2:5][O:6][C:10](=[O:12])[CH:9]([Cl:8])[CH3:13])=[O:14], predict the reactants needed to synthesize it. The reactants are: [CH2:1]([OH:7])[CH2:2][O:3][CH2:4][CH2:5][OH:6].[Cl:8][CH:9]([CH3:13])[C:10]([OH:12])=O.[OH2:14]. (4) The reactants are: [S:1]1[C:5]([C:6]([OH:8])=O)=[CH:4][C:3]2[CH:9]=[CH:10][CH:11]=[CH:12][C:2]1=2.[NH2:13][C:14]1[CH:15]=[CH:16][C:17]([N:22]2[CH2:27][CH2:26][N:25]([CH:28]3[CH2:33][CH2:32][O:31][CH2:30][CH2:29]3)[CH2:24][CH2:23]2)=[C:18]([CH:21]=1)[C:19]#[N:20]. Given the product [C:19]([C:18]1[CH:21]=[C:14]([NH:13][C:6]([C:5]2[S:1][C:2]3[CH:12]=[CH:11][CH:10]=[CH:9][C:3]=3[CH:4]=2)=[O:8])[CH:15]=[CH:16][C:17]=1[N:22]1[CH2:27][CH2:26][N:25]([CH:28]2[CH2:33][CH2:32][O:31][CH2:30][CH2:29]2)[CH2:24][CH2:23]1)#[N:20], predict the reactants needed to synthesize it. (5) The reactants are: [NH2:1][C:2]1[CH:18]=[CH:17][CH:16]=[CH:15][C:3]=1[C:4]([NH:6][C:7]1[CH:12]=[CH:11][C:10]([O:13][CH3:14])=[CH:9][CH:8]=1)=[O:5].[C:19]([C:22]1[CH:30]=[CH:29][C:25]([C:26](O)=[O:27])=[CH:24][CH:23]=1)(=[O:21])[CH3:20]. Given the product [C:19]([C:22]1[CH:30]=[CH:29][C:25]([C:26]([NH:1][C:2]2[CH:18]=[CH:17][CH:16]=[CH:15][C:3]=2[C:4]([NH:6][C:7]2[CH:8]=[CH:9][C:10]([O:13][CH3:14])=[CH:11][CH:12]=2)=[O:5])=[O:27])=[CH:24][CH:23]=1)(=[O:21])[CH3:20], predict the reactants needed to synthesize it. (6) Given the product [CH:15]([N:12]1[CH2:13][CH2:14][N:9]([C:7]([C:6]2[CH:18]=[CH:19][C:3]([CH2:1][N:20]3[CH2:25][CH2:24][O:23][CH2:22][CH2:21]3)=[CH:4][CH:5]=2)=[O:8])[CH2:10][CH2:11]1)([CH3:17])[CH3:16], predict the reactants needed to synthesize it. The reactants are: [CH:1]([C:3]1[CH:19]=[CH:18][C:6]([C:7]([N:9]2[CH2:14][CH2:13][N:12]([CH:15]([CH3:17])[CH3:16])[CH2:11][CH2:10]2)=[O:8])=[CH:5][CH:4]=1)=O.[NH:20]1[CH2:25][CH2:24][O:23][CH2:22][CH2:21]1.C(O[BH-](OC(=O)C)OC(=O)C)(=O)C.[Na+].[OH-].[Na+]. (7) Given the product [CH3:23][CH:24]([CH2:27][CH:28]1[CH2:33][CH2:32][CH2:31][CH:30]([CH3:34])[CH2:29]1)[CH:25]=[O:26], predict the reactants needed to synthesize it. The reactants are: CC(OI1(OC(C)=O)(OC(C)=O)OC(=O)C2C=CC=CC1=2)=O.[CH3:23][CH:24]([CH2:27][CH:28]1[CH2:33][CH2:32][CH2:31][CH:30]([CH3:34])[CH2:29]1)[CH2:25][OH:26].O.